From a dataset of Forward reaction prediction with 1.9M reactions from USPTO patents (1976-2016). Predict the product of the given reaction. (1) Given the reactants [C:1]([C:4]1[CH:9]=[CH:8][N:7]=[C:6]([NH:10][C:11](=[O:13])[CH3:12])[CH:5]=1)(=[S:3])[NH2:2].Cl[CH:15]([C:21](=[O:28])C1C=CC=CC=1)[C:16]([O:18][CH2:19][CH3:20])=[O:17].S(=O)(=O)(O)O, predict the reaction product. The product is: [C:11]([NH:10][C:6]1[CH:5]=[C:4]([C:1]2[S:3][C:15]([C:16]([O:18][CH2:19][CH3:20])=[O:17])=[C:21]([OH:28])[N:2]=2)[CH:9]=[CH:8][N:7]=1)(=[O:13])[CH3:12]. (2) Given the reactants [N:1]1([C:7]([N:9]2[CH2:14][CH:13]([C:15]3[CH:20]=[CH:19][C:18]([C:21]([F:24])([F:23])[F:22])=[CH:17][CH:16]=3)[CH2:12][CH:11]([C:25](=[S:27])[NH2:26])[CH2:10]2)=[O:8])[CH2:6][CH2:5][O:4][CH2:3][CH2:2]1.[Cl:28][CH2:29][C:30](=O)[CH2:31]Cl, predict the reaction product. The product is: [Cl:28][CH2:29][C:30]1[N:26]=[C:25]([CH:11]2[CH2:12][CH:13]([C:15]3[CH:20]=[CH:19][C:18]([C:21]([F:22])([F:23])[F:24])=[CH:17][CH:16]=3)[CH2:14][N:9]([C:7]([N:1]3[CH2:6][CH2:5][O:4][CH2:3][CH2:2]3)=[O:8])[CH2:10]2)[S:27][CH:31]=1. (3) Given the reactants [C:1]([O:5][C:6]([NH:8][CH2:9][C@H:10]1[CH2:15][CH2:14][C@H:13]([C:16]([NH:18][C@H:19]([C:37](=[O:50])[NH:38][C:39]2[CH:44]=[CH:43][C:42]([C:45]3[N:46]=[N:47][NH:48][N:49]=3)=[CH:41][CH:40]=2)[CH2:20][C:21]2[CH:26]=[CH:25][C:24]([C:27]3[C:32]([CH3:33])=[CH:31][CH:30]=[C:29]([C:34](O)=[O:35])[CH:28]=3)=[CH:23][CH:22]=2)=[O:17])[CH2:12][CH2:11]1)=[O:7])([CH3:4])([CH3:3])[CH3:2].[NH2:51][CH:52]1[CH2:57][CH2:56][NH:55][C:54](=[O:58])[CH2:53]1.C(N(CC)C(C)C)(C)C.F[P-](F)(F)(F)(F)F.CN(C(N(C)C)=[N+]1C2C(=NC=CC=2)[N+]([O-])=N1)C, predict the reaction product. The product is: [CH3:33][C:32]1[CH:31]=[CH:30][C:29]([C:34](=[O:35])[NH:51][CH:52]2[CH2:57][CH2:56][NH:55][C:54](=[O:58])[CH2:53]2)=[CH:28][C:27]=1[C:24]1[CH:25]=[CH:26][C:21]([CH2:20][C@H:19]([NH:18][C:16]([C@H:13]2[CH2:12][CH2:11][C@H:10]([CH2:9][NH:8][C:6](=[O:7])[O:5][C:1]([CH3:3])([CH3:2])[CH3:4])[CH2:15][CH2:14]2)=[O:17])[C:37](=[O:50])[NH:38][C:39]2[CH:44]=[CH:43][C:42]([C:45]3[N:49]=[N:48][NH:47][N:46]=3)=[CH:41][CH:40]=2)=[CH:22][CH:23]=1. (4) Given the reactants [N+:1]([C:4]1[CH:5]=[C:6]2[C:10](=[CH:11][CH:12]=1)[NH:9][N:8]=[CH:7]2)([O-:3])=[O:2].C([O-])([O-])=O.[K+].[K+].Br[CH2:20][CH:21]([O:24][CH3:25])[O:22][CH3:23], predict the reaction product. The product is: [CH3:23][O:22][CH:21]([O:24][CH3:25])[CH2:20][N:8]1[CH:7]=[C:6]2[C:10]([CH:11]=[CH:12][C:4]([N+:1]([O-:3])=[O:2])=[CH:5]2)=[N:9]1. (5) Given the reactants [C:1]([C:5]1[CH:6]=[CH:7][CH2:8][CH:9]=1)([CH3:4])([CH3:3])[CH3:2].C([Li])CCC.CCCCCC.CN(C)P(N(C)C)(N(C)C)=O.[C:32]([C:40]1[CH:45]=[CH:44][CH:43]=[CH:42][CH:41]=1)(=O)[C:33]1[CH:38]=[CH:37][CH:36]=[CH:35][CH:34]=1.Cl, predict the reaction product. The product is: [C:1]([C:5]1[CH:9]=[CH:8][C:7](=[C:32]([C:33]2[CH:38]=[CH:37][CH:36]=[CH:35][CH:34]=2)[C:40]2[CH:45]=[CH:44][CH:43]=[CH:42][CH:41]=2)[CH:6]=1)([CH3:4])([CH3:3])[CH3:2]. (6) Given the reactants [CH3:1][O:2][C:3](=[O:14])[CH2:4][CH2:5][C:6]1[CH:11]=[CH:10][C:9]([OH:12])=[CH:8][C:7]=1[CH3:13].[C:15]([C:23]1[CH:38]=[C:37]([CH2:39][CH3:40])[CH:36]=[CH:35][C:24]=1[O:25][CH2:26][CH:27]([CH3:34])[CH2:28]OS(C)(=O)=O)(=[O:22])[C:16]1[CH:21]=[CH:20][CH:19]=[CH:18][CH:17]=1.C(=O)([O-])[O-].[Cs+].[Cs+].Cl, predict the reaction product. The product is: [CH3:1][O:2][C:3](=[O:14])[CH2:4][CH2:5][C:6]1[CH:11]=[CH:10][C:9]([O:12][CH2:34][CH:27]([CH3:28])[CH2:26][O:25][C:24]2[CH:35]=[CH:36][C:37]([CH2:39][CH3:40])=[CH:38][C:23]=2[C:15](=[O:22])[C:16]2[CH:21]=[CH:20][CH:19]=[CH:18][CH:17]=2)=[CH:8][C:7]=1[CH3:13]. (7) Given the reactants F[C:2]1[CH:3]=[C:4]([C:19]([C:21]2[CH:26]=[CH:25][CH:24]=[CH:23][CH:22]=2)=[O:20])[CH:5]=[C:6](F)[C:7]=1[N:8]1[CH2:13][CH2:12][N:11]2[CH2:14][CH2:15][CH2:16][CH2:17][C@@H:10]2[CH2:9]1.FC1C=CC(C(C2C=CC=CC=2)=O)=CC=1, predict the reaction product. The product is: [CH2:9]1[N:8]([C:7]2[CH:2]=[CH:3][C:4]([C:19]([C:21]3[CH:26]=[CH:25][CH:24]=[CH:23][CH:22]=3)=[O:20])=[CH:5][CH:6]=2)[CH2:13][CH2:12][N:11]2[CH2:14][CH2:15][CH2:16][CH2:17][C@H:10]12. (8) Given the reactants C(OC1C=C(C=C(OCC)C=1F)C[N:8]1[CH2:13][CH2:12][CH:11]([NH:14][C:15](=[O:26])[C:16]2[CH:21]=[C:20]([O:22][CH3:23])[CH:19]=[C:18]([CH2:24][OH:25])[CH:17]=2)[CH2:10][CH2:9]1)C.[CH:34]([O:37][C:38]1[CH:39]=[C:40]([CH:43]=[C:44]([O:46][CH:47]([CH3:49])[CH3:48])[CH:45]=1)[CH:41]=[O:42])([CH3:36])[CH3:35].C([BH3-])#N.[Na+].C(N(C(C)C)C(C)C)C, predict the reaction product. The product is: [CH:47]([O:46][C:44]1[CH:43]=[C:40]([CH:39]=[C:38]([O:37][CH:34]([CH3:36])[CH3:35])[CH:45]=1)[C:41]([N:8]1[CH2:13][CH2:12][CH:11]([NH:14][C:15](=[O:26])[C:16]2[CH:21]=[C:20]([O:22][CH3:23])[CH:19]=[C:18]([CH2:24][OH:25])[CH:17]=2)[CH2:10][CH2:9]1)=[O:42])([CH3:49])[CH3:48]. (9) Given the reactants Cl[C:2]1[N:3]([CH2:10][CH2:11][CH:12]([OH:25])[CH2:13][O:14]S(C2C=CC(C)=CC=2)(=O)=O)[CH:4]=[C:5]([N+:7]([O-:9])=[O:8])[N:6]=1.[O-]CC.[Na+].[F:30][C:31]([F:54])([F:53])[C:32]1[CH:37]=[CH:36][C:35]([CH2:38][CH2:39][N:40]2[CH2:45][CH2:44][N:43]([C:46]3[CH:51]=[CH:50][C:49](O)=[CH:48][CH:47]=3)[CH2:42][CH2:41]2)=[CH:34][CH:33]=1.P([O-])([O-])([O-])=O.[K+].[K+].[K+], predict the reaction product. The product is: [N+:7]([C:5]1[N:6]=[C:2]2[N:3]([CH:4]=1)[CH2:10][CH2:11][CH:12]([CH2:13][O:14][C:49]1[CH:48]=[CH:47][C:46]([N:43]3[CH2:44][CH2:45][N:40]([CH2:39][CH2:38][C:35]4[CH:34]=[CH:33][C:32]([C:31]([F:30])([F:54])[F:53])=[CH:37][CH:36]=4)[CH2:41][CH2:42]3)=[CH:51][CH:50]=1)[O:25]2)([O-:9])=[O:8]. (10) Given the reactants [N:1]([C:4]1[C:8]([CH3:9])=[CH:7][S:6][C:5]=1[C:10]([O:12]C)=O)=[C:2]=[S:3].[N:14]1([CH2:19][CH2:20][CH2:21][NH2:22])[CH:18]=[CH:17][N:16]=[CH:15]1, predict the reaction product. The product is: [CH3:9][C:8]1[C:4]2[NH:1][C:2](=[S:3])[N:22]([CH2:21][CH2:20][CH2:19][N:14]3[CH:18]=[CH:17][N:16]=[CH:15]3)[C:10](=[O:12])[C:5]=2[S:6][CH:7]=1.